Predict the reaction yield, written as a fraction of the theoretical maximum amount of product (1.0 means a 100% yield; for example, 0.34 means a 34% yield). From a dataset of Reaction yield outcomes from USPTO patents with 853,638 reactions. The reactants are Br[C:2]1[C:28]([CH3:29])=[CH:27][C:5]([O:6][C@H:7]2[CH2:11][CH2:10][N:9]([CH:12]3[CH2:17][CH2:16][N:15]([C:18]4[N:23]=[CH:22][C:21]([CH2:24][CH3:25])=[CH:20][N:19]=4)[CH2:14][CH2:13]3)[C:8]2=[O:26])=[C:4]([F:30])[CH:3]=1.[C@@H]1(N)CCCC[C@H]1N.[CH3:39][S:40]([O-:42])=[O:41].[Na+]. The catalyst is CS(C)=O. The product is [CH2:24]([C:21]1[CH:20]=[N:19][C:18]([N:15]2[CH2:16][CH2:17][CH:12]([N:9]3[CH2:10][CH2:11][C@H:7]([O:6][C:5]4[CH:27]=[C:28]([CH3:29])[C:2]([S:40]([CH3:39])(=[O:42])=[O:41])=[CH:3][C:4]=4[F:30])[C:8]3=[O:26])[CH2:13][CH2:14]2)=[N:23][CH:22]=1)[CH3:25]. The yield is 0.600.